This data is from Reaction yield outcomes from USPTO patents with 853,638 reactions. The task is: Predict the reaction yield, written as a fraction of the theoretical maximum amount of product (1.0 means a 100% yield; for example, 0.34 means a 34% yield). The reactants are [CH3:1][O:2][C:3](=[O:15])[C:4]1[CH:9]=[C:8]([O:10][CH3:11])[CH:7]=[C:6]([O:12][CH3:13])[C:5]=1Br. The catalyst is CN(C=O)C. The product is [CH3:1][O:2][C:3]([C:4]1[C:5]([C:9]2[C:4]([C:3]([O:2][CH3:1])=[O:15])=[CH:5][C:6]([O:12][CH3:13])=[CH:7][C:8]=2[O:10][CH3:11])=[C:6]([O:12][CH3:13])[CH:7]=[C:8]([O:10][CH3:11])[CH:9]=1)=[O:15]. The yield is 0.680.